This data is from Catalyst prediction with 721,799 reactions and 888 catalyst types from USPTO. The task is: Predict which catalyst facilitates the given reaction. (1) Reactant: [H-].[Na+].[NH:3]1[CH2:8][CH2:7][CH:6]([OH:9])[CH2:5][CH2:4]1.Br[C:11]1[CH:16]=[CH:15][C:14]([Br:17])=[CH:13][N:12]=1. Product: [Br:17][C:14]1[CH:15]=[CH:16][C:11]([O:9][CH:6]2[CH2:7][CH2:8][NH:3][CH2:4][CH2:5]2)=[N:12][CH:13]=1. The catalyst class is: 16. (2) Reactant: [CH2:1]([O:8][C:9]1[C:16]([CH3:17])=[CH:15][CH:14]=[CH:13][C:10]=1[CH:11]=O)[C:2]1[CH:7]=[CH:6][CH:5]=[CH:4][CH:3]=1.[CH3:18][S:19][CH2:20][S:21]([CH3:23])=[O:22].O1CCCC1.[OH-].C([N+](C)(C)C)C1C=CC=CC=1. Product: [CH3:23][S:21]([C:20]([S:19][CH3:18])=[CH:11][C:10]1[CH:13]=[CH:14][CH:15]=[C:16]([CH3:17])[C:9]=1[O:8][CH2:1][C:2]1[CH:7]=[CH:6][CH:5]=[CH:4][CH:3]=1)=[O:22]. The catalyst class is: 5. (3) Reactant: [C:1]([C:3]1[CH:8]=[CH:7][C:6]([CH2:9][C:10]([O:12]C)=[O:11])=[CH:5][CH:4]=1)#[N:2].[OH-].[Na+]. Product: [C:1]([C:3]1[CH:4]=[CH:5][C:6]([CH2:9][C:10]([OH:12])=[O:11])=[CH:7][CH:8]=1)#[N:2]. The catalyst class is: 40.